Predict which catalyst facilitates the given reaction. From a dataset of Catalyst prediction with 721,799 reactions and 888 catalyst types from USPTO. (1) The catalyst class is: 38. Reactant: [CH3:1][N:2]1[C:7](=[O:8])[CH:6]=[CH:5][C:4]([C:9]2[CH:10]=[C:11]([CH:14]=[CH:15][C:16]=2[O:17][C:18]2[CH:23]=[CH:22][CH:21]=[CH:20][CH:19]=2)[C:12]#[N:13])=[N:3]1.[OH2:24].[OH-].[Li+]. Product: [CH3:1][N:2]1[C:7](=[O:8])[CH:6]=[CH:5][C:4]([C:9]2[CH:10]=[C:11]([CH:14]=[CH:15][C:16]=2[O:17][C:18]2[CH:23]=[CH:22][CH:21]=[CH:20][CH:19]=2)[C:12]([NH2:13])=[O:24])=[N:3]1. (2) Reactant: Br[CH2:2][CH2:3][N:4]1[CH:8]=[CH:7][C:6]([NH:9]C(OC(C)(C)C)=O)=[C:5]1[C:17]([O:19]CC)=O.[CH2:22]([NH2:24])[CH3:23]. Product: [NH2:9][C:6]1[CH:7]=[CH:8][N:4]2[CH2:3][CH2:2][N:24]([CH2:22][CH3:23])[C:17](=[O:19])[C:5]=12. The catalyst class is: 662.